From a dataset of Cav3 T-type calcium channel HTS with 100,875 compounds. Binary Classification. Given a drug SMILES string, predict its activity (active/inactive) in a high-throughput screening assay against a specified biological target. The drug is S(=O)(=O)(N1CCN(CC1)Cc1ccccc1)c1sccc1. The result is 0 (inactive).